Predict which catalyst facilitates the given reaction. From a dataset of Catalyst prediction with 721,799 reactions and 888 catalyst types from USPTO. Reactant: [F:1][C:2]([F:22])([F:21])[C:3]1[CH:4]=[C:5]([C:9]2[N:10]=[C:11]3[C:16]([C:17](O)=[O:18])=[CH:15][CH:14]=[CH:13][N:12]3[CH:20]=2)[CH:6]=[CH:7][CH:8]=1.CC[N:25](CC)CC.C(Cl)(=O)OC.N. Product: [F:22][C:2]([F:21])([F:1])[C:3]1[CH:4]=[C:5]([C:9]2[N:10]=[C:11]3[C:16]([C:17]([NH2:25])=[O:18])=[CH:15][CH:14]=[CH:13][N:12]3[CH:20]=2)[CH:6]=[CH:7][CH:8]=1. The catalyst class is: 2.